This data is from Full USPTO retrosynthesis dataset with 1.9M reactions from patents (1976-2016). The task is: Predict the reactants needed to synthesize the given product. Given the product [CH3:16][C:15]([N+:17]([O-:19])=[O:18])([CH3:20])[CH2:14][C:11]1[N:3]2[CH:4]=[C:5]([O:8][CH3:9])[CH:6]=[CH:7][C:2]2=[N:1][CH:12]=1, predict the reactants needed to synthesize it. The reactants are: [NH2:1][C:2]1[CH:7]=[CH:6][C:5]([O:8][CH3:9])=[CH:4][N:3]=1.Br[CH:11]([CH2:14][C:15]([CH3:20])([N+:17]([O-:19])=[O:18])[CH3:16])[CH:12]=O.